Dataset: Catalyst prediction with 721,799 reactions and 888 catalyst types from USPTO. Task: Predict which catalyst facilitates the given reaction. (1) Reactant: [OH:1][C:2]1[CH:7]=[CH:6][C:5]([C:8](=[C:20]2[CH2:25][C:24]([CH3:27])([CH3:26])[CH2:23][C:22]([CH3:29])([CH3:28])[CH2:21]2)[C:9]2[CH:14]=[CH:13][C:12]([CH2:15][C:16](OC)=[O:17])=[CH:11][CH:10]=2)=[CH:4][CH:3]=1.[H-].[H-].[H-].[H-].[Li+].[Al+3].CCOC(C)=O.Cl. Product: [OH:17][CH2:16][CH2:15][C:12]1[CH:13]=[CH:14][C:9]([C:8](=[C:20]2[CH2:21][C:22]([CH3:29])([CH3:28])[CH2:23][C:24]([CH3:27])([CH3:26])[CH2:25]2)[C:5]2[CH:6]=[CH:7][C:2]([OH:1])=[CH:3][CH:4]=2)=[CH:10][CH:11]=1. The catalyst class is: 1. (2) Reactant: [CH2:1]([NH:3][C@@H:4]1[CH2:8][CH2:7][N:6]([C:9]2[C:14]([C:15]([O:17][CH:18]([CH3:20])[CH3:19])=[O:16])=[CH:13][CH:12]=[CH:11][N:10]=2)[CH2:5]1)[CH3:2].BrCC1C=CC=CC=1[C:29]1[CH:36]=[CH:35][CH:34]=[CH:33][C:30]=1[CH:31]=[O:32].[C:37]([O-])([O-])=O.[K+].[K+]. Product: [CH2:1]([N:3]([CH2:37][C:34]1[CH:35]=[CH:36][CH:29]=[C:30]([CH:31]=[O:32])[CH:33]=1)[C@@H:4]1[CH2:8][CH2:7][N:6]([C:9]2[C:14]([C:15]([O:17][CH:18]([CH3:19])[CH3:20])=[O:16])=[CH:13][CH:12]=[CH:11][N:10]=2)[CH2:5]1)[CH3:2]. The catalyst class is: 21. (3) Reactant: Br[C:2]1[CH:7]=[C:6]([C:8]2[CH:13]=[CH:12][C:11]([F:14])=[C:10]([Cl:15])[CH:9]=2)[N:5]=[C:4]([N:16]2[CH2:21][CH2:20][O:19][CH2:18][CH2:17]2)[CH:3]=1.[CH2:22]([O:24][C:25](=[O:39])[C:26]1[CH:31]=[C:30]([Cl:32])[C:29]([N:33]2[CH2:38][CH2:37][NH:36][CH2:35][CH2:34]2)=[N:28][CH:27]=1)[CH3:23].CC([O-])(C)C.[K+].C1C=CC(P(C2C(C3C(P(C4C=CC=CC=4)C4C=CC=CC=4)=CC=C4C=3C=CC=C4)=C3C(C=CC=C3)=CC=2)C2C=CC=CC=2)=CC=1. Product: [CH2:22]([O:24][C:25](=[O:39])[C:26]1[CH:31]=[C:30]([Cl:32])[C:29]([N:33]2[CH2:38][CH2:37][N:36]([C:2]3[CH:3]=[C:4]([N:16]4[CH2:21][CH2:20][O:19][CH2:18][CH2:17]4)[N:5]=[C:6]([C:8]4[CH:13]=[CH:12][C:11]([F:14])=[C:10]([Cl:15])[CH:9]=4)[CH:7]=3)[CH2:35][CH2:34]2)=[N:28][CH:27]=1)[CH3:23]. The catalyst class is: 101. (4) The catalyst class is: 11. Product: [CH2:11]([O:10][C:9]([NH:8][CH:5]1[CH2:6][CH2:7][C:2](=[CH:38][C:39]([O:41][CH3:42])=[O:40])[CH2:3][CH2:4]1)=[O:18])[C:12]1[CH:17]=[CH:16][CH:15]=[CH:14][CH:13]=1. Reactant: O=[C:2]1[CH2:7][CH2:6][CH:5]([NH:8][C:9](=[O:18])[O:10][CH2:11][C:12]2[CH:17]=[CH:16][CH:15]=[CH:14][CH:13]=2)[CH2:4][CH2:3]1.C1(P(=[CH:38][C:39]([O:41][CH3:42])=[O:40])(C2C=CC=CC=2)C2C=CC=CC=2)C=CC=CC=1. (5) Reactant: N1C=CC=CC=1N1C2=NC=CC=C2C(C(O)=O)=C1.[ClH:19].[N:20]1[CH:25]=[CH:24][CH:23]=[CH:22][C:21]=1[N:26]1[C:30]2=[N:31][CH:32]=[CH:33][CH:34]=[C:29]2[C:28]([C:35]([NH:37][C:38]([NH2:40])=[NH:39])=[O:36])=[CH:27]1.Cl.CN(C)CCCN=C=NCC.ON1C2C=CC=CC=2N=N1.NC(N)=N. Product: [ClH:19].[N:20]1[CH:25]=[CH:24][CH:23]=[CH:22][C:21]=1[N:26]1[C:30]2=[N:31][CH:32]=[CH:33][CH:34]=[C:29]2[C:28]([C:35]([NH:37][C:38]([NH2:40])=[NH:39])=[O:36])=[CH:27]1. The catalyst class is: 7. (6) The catalyst class is: 41. Product: [ClH:15].[CH2:27]([O:26][C:23]1[CH:24]=[C:25]2[C:20](=[CH:21][C:22]=1[O:29][CH2:30][CH3:31])[N:19]=[CH:18][N:17]=[C:16]2[NH:8][C:5]1[CH:6]=[CH:7][C:2]([F:1])=[C:3]([C:9]2[N:10]=[C:11]([CH3:14])[S:12][CH:13]=2)[CH:4]=1)[CH3:28]. Reactant: [F:1][C:2]1[CH:7]=[CH:6][C:5]([NH2:8])=[CH:4][C:3]=1[C:9]1[N:10]=[C:11]([CH3:14])[S:12][CH:13]=1.[Cl:15][C:16]1[C:25]2[C:20](=[CH:21][C:22]([O:29][CH2:30][CH3:31])=[C:23]([O:26][CH2:27][CH3:28])[CH:24]=2)[N:19]=[CH:18][N:17]=1. (7) Reactant: [CH3:1][C:2]1([CH3:15])[C:10]2[C:5](=[CH:6][C:7]([S:11](Cl)(=[O:13])=[O:12])=[CH:8][CH:9]=2)[CH2:4][CH2:3]1.[CH3:16][C:17]1[CH:21]=[C:20]([NH2:22])[N:19]([C:23]2[CH:32]=[CH:31][CH:30]=[C:29]3[C:24]=2[CH:25]=[CH:26][CH:27]=[N:28]3)[N:18]=1. Product: [CH3:1][C:2]1([CH3:15])[C:10]2[C:5](=[CH:6][C:7]([S:11]([NH:22][C:20]3[N:19]([C:23]4[CH:32]=[CH:31][CH:30]=[C:29]5[C:24]=4[CH:25]=[CH:26][CH:27]=[N:28]5)[N:18]=[C:17]([CH3:16])[CH:21]=3)(=[O:13])=[O:12])=[CH:8][CH:9]=2)[CH2:4][CH2:3]1. The catalyst class is: 17. (8) Reactant: N1C=CN=C1.[C:6]([Si:10]([CH3:13])([CH3:12])Cl)([CH3:9])([CH3:8])[CH3:7].[OH:14][C:15]1[CH:20]=[CH:19][C:18]([C:21]2[N:25]([CH:26]3[CH2:31][CH2:30][CH2:29][CH2:28][CH2:27]3)[C:24]3[CH:32]=[CH:33][C:34]([C:36]#[N:37])=[CH:35][C:23]=3[N:22]=2)=[CH:17][CH:16]=1. Product: [Si:10]([O:14][C:15]1[CH:20]=[CH:19][C:18]([C:21]2[N:25]([CH:26]3[CH2:27][CH2:28][CH2:29][CH2:30][CH2:31]3)[C:24]3[CH:32]=[CH:33][C:34]([C:36]#[N:37])=[CH:35][C:23]=3[N:22]=2)=[CH:17][CH:16]=1)([C:6]([CH3:9])([CH3:8])[CH3:7])([CH3:13])[CH3:12]. The catalyst class is: 3. (9) Reactant: [CH3:1][O:2][C:3]1[C:8]([NH:9][S:10]([CH3:13])(=[O:12])=[O:11])=[CH:7][C:6](B2OC(C)(C)C(C)(C)O2)=[CH:5][N:4]=1.C(=O)([O-])[O-].[Na+].[Na+].Br[C:30]1[CH:31]=[C:32]([NH:45][C:46]([C:48]2[CH:52]=[CH:51][N:50]([CH2:53][CH:54]3[CH2:59][CH2:58][O:57][CH2:56][CH2:55]3)[N:49]=2)=[O:47])[C:33]2[C:37]([CH:38]=1)=[N:36][N:35](C1CCCCO1)[CH:34]=2.O. Product: [CH3:1][O:2][C:3]1[N:4]=[CH:5][C:6]([C:30]2[CH:38]=[C:37]3[C:33]([CH:34]=[N:35][NH:36]3)=[C:32]([NH:45][C:46]([C:48]3[CH:52]=[CH:51][N:50]([CH2:53][CH:54]4[CH2:55][CH2:56][O:57][CH2:58][CH2:59]4)[N:49]=3)=[O:47])[CH:31]=2)=[CH:7][C:8]=1[NH:9][S:10]([CH3:13])(=[O:11])=[O:12]. The catalyst class is: 75.